Dataset: Reaction yield outcomes from USPTO patents with 853,638 reactions. Task: Predict the reaction yield, written as a fraction of the theoretical maximum amount of product (1.0 means a 100% yield; for example, 0.34 means a 34% yield). (1) The reactants are [F:1][C:2]([F:17])([F:16])[C:3]1[C:4]([N:9]2[CH2:14][CH2:13][CH:12]([NH2:15])[CH2:11][CH2:10]2)=[N:5][CH:6]=[CH:7][CH:8]=1.[Cl:18][C:19]1[CH:20]=[C:21]([S:25](Cl)(=[O:27])=[O:26])[CH:22]=[CH:23][CH:24]=1. No catalyst specified. The product is [Cl:18][C:19]1[CH:20]=[C:21]([S:25]([NH:15][CH:12]2[CH2:13][CH2:14][N:9]([C:4]3[C:3]([C:2]([F:16])([F:1])[F:17])=[CH:8][CH:7]=[CH:6][N:5]=3)[CH2:10][CH2:11]2)(=[O:27])=[O:26])[CH:22]=[CH:23][CH:24]=1. The yield is 0.400. (2) The reactants are ClCCl.[F:4][C:5]1[CH:6]=[CH:7][C:8]([O:12][CH2:13][CH2:14][CH3:15])=[C:9]([CH:11]=1)[NH2:10].C(N(CC)CC)C.[F:23][C:24]([F:35])([F:34])[C:25](O[C:25](=[O:26])[C:24]([F:35])([F:34])[F:23])=[O:26]. The catalyst is O. The product is [F:23][C:24]([F:35])([F:34])[C:25]([NH:10][C:9]1[CH:11]=[C:5]([F:4])[CH:6]=[CH:7][C:8]=1[O:12][CH2:13][CH2:14][CH3:15])=[O:26]. The yield is 0.990.